The task is: Predict which catalyst facilitates the given reaction.. This data is from Catalyst prediction with 721,799 reactions and 888 catalyst types from USPTO. (1) The catalyst class is: 23. Reactant: [NH2:1][CH:2]1[CH2:5][N:4]([C:6]([O:8][C:9]([CH3:12])([CH3:11])[CH3:10])=[O:7])[CH2:3]1.Br[CH2:14][C:15]([O:17][CH2:18][CH3:19])=[O:16].C(=O)([O-])[O-].[K+].[K+]. Product: [CH2:18]([O:17][C:15](=[O:16])[CH2:14][NH:1][CH:2]1[CH2:3][N:4]([C:6]([O:8][C:9]([CH3:12])([CH3:11])[CH3:10])=[O:7])[CH2:5]1)[CH3:19]. (2) Reactant: [CH3:1][C:2]1[N:3]=[C:4]([NH:11][C:12]([N:14]2[CH2:19][CH2:18][N:17]([C:20]3[CH:25]=[C:24]([N+:26]([O-])=O)[CH:23]=[C:22]([N+:29]([O-])=O)[CH:21]=3)[CH2:16][CH2:15]2)=[O:13])[C:5]([O:9][CH3:10])=[N:6][C:7]=1[CH3:8]. Product: [CH3:1][C:2]1[N:3]=[C:4]([NH:11][C:12]([N:14]2[CH2:15][CH2:16][N:17]([C:20]3[CH:25]=[C:24]([NH2:26])[CH:23]=[C:22]([NH2:29])[CH:21]=3)[CH2:18][CH2:19]2)=[O:13])[C:5]([O:9][CH3:10])=[N:6][C:7]=1[CH3:8]. The catalyst class is: 29. (3) Reactant: [CH3:1][CH:2]([C:5]1[CH:10]=[CH:9][CH:8]=[C:7]([N+:11]([O-:13])=[O:12])[C:6]=1[OH:14])[CH:3]=[CH2:4].[CH3:15][O:16][C:17](=[O:20])[CH2:18]Br.C([O-])([O-])=O.[K+].[K+]. Product: [CH3:1][CH:2]([C:5]1[CH:10]=[CH:9][CH:8]=[C:7]([N+:11]([O-:13])=[O:12])[C:6]=1[O:14][CH2:18][C:17]([O:16][CH3:15])=[O:20])[CH:3]=[CH2:4]. The catalyst class is: 21. (4) Reactant: [CH3:1][O:2][C:3](=[O:23])[C:4]1[CH:9]=[C:8]([N:10]2[CH:14]=[N:13][N:12]=[CH:11]2)[C:7]([C:15]([F:18])([F:17])[F:16])=[CH:6][C:5]=1[NH:19]C(=O)C.OS(O)(=O)=O. The catalyst class is: 24. Product: [CH3:1][O:2][C:3](=[O:23])[C:4]1[CH:9]=[C:8]([N:10]2[CH:11]=[N:12][N:13]=[CH:14]2)[C:7]([C:15]([F:18])([F:16])[F:17])=[CH:6][C:5]=1[NH2:19]. (5) Reactant: [Si:1]([O:18][CH2:19][C:20]1[C:25]([N:26]2[CH2:31][C@H:30]([CH3:32])[O:29][C@H:28]([CH3:33])[CH2:27]2)=[C:24]([Cl:34])[C:23]([F:35])=[CH:22][CH:21]=1)([C:14]([CH3:17])([CH3:16])[CH3:15])([C:8]1[CH:13]=[CH:12][CH:11]=[CH:10][CH:9]=1)[C:2]1[CH:7]=[CH:6][CH:5]=[CH:4][CH:3]=1.[Li]N1C(C)(C)CCCC1(C)C.CON(C)[C:50]([C:52]1[CH:57]=[N:56][CH:55]=[CH:54][N:53]=1)=[O:51].[NH4+].[Cl-]. Product: [Si:1]([O:18][CH2:19][C:20]1[C:25]([N:26]2[CH2:31][C@H:30]([CH3:32])[O:29][C@H:28]([CH3:33])[CH2:27]2)=[C:24]([Cl:34])[C:23]([F:35])=[C:22]([C:50]([C:52]2[CH:57]=[N:56][CH:55]=[CH:54][N:53]=2)=[O:51])[CH:21]=1)([C:14]([CH3:16])([CH3:17])[CH3:15])([C:2]1[CH:7]=[CH:6][CH:5]=[CH:4][CH:3]=1)[C:8]1[CH:13]=[CH:12][CH:11]=[CH:10][CH:9]=1. The catalyst class is: 1. (6) Product: [Cl:1][C:2]1[CH:7]=[C:6]([C:8]([F:10])([F:11])[CH3:9])[CH:5]=[CH:4][N+:3]=1[O-:12]. The catalyst class is: 67. Reactant: [Cl:1][C:2]1[CH:7]=[C:6]([C:8]([F:11])([F:10])[CH3:9])[CH:5]=[CH:4][N:3]=1.[OH:12]O. (7) Reactant: [F:1][C:2]([F:19])([F:18])[C:3]1[CH:4]=[C:5]([CH:13]([N:15]=[N+]=[N-])[CH3:14])[CH:6]=[C:7]([C:9]([F:12])([F:11])[F:10])[CH:8]=1.[H][H]. Product: [F:1][C:2]([F:18])([F:19])[C:3]1[CH:4]=[C:5]([CH:13]([NH2:15])[CH3:14])[CH:6]=[C:7]([C:9]([F:10])([F:11])[F:12])[CH:8]=1. The catalyst class is: 19.